This data is from Reaction yield outcomes from USPTO patents with 853,638 reactions. The task is: Predict the reaction yield, written as a fraction of the theoretical maximum amount of product (1.0 means a 100% yield; for example, 0.34 means a 34% yield). (1) The reactants are [F:1][C:2]([F:24])([F:23])[C:3]([F:22])([C:11]1[CH:17]=[CH:16][C:14]([NH2:15])=[C:13]([C:18]([F:21])([F:20])[F:19])[CH:12]=1)[C:4]([F:10])([F:9])[C:5]([F:8])([F:7])[F:6].S(=O)(=O)(O)O.[I:30]N1C(=O)CCC1=O.[OH-].[Na+]. The catalyst is C(OCC)(=O)C.C(O)C. The product is [I:30][C:16]1[CH:17]=[C:11]([C:3]([F:22])([C:4]([F:10])([F:9])[C:5]([F:8])([F:7])[F:6])[C:2]([F:23])([F:24])[F:1])[CH:12]=[C:13]([C:18]([F:19])([F:20])[F:21])[C:14]=1[NH2:15]. The yield is 0.650. (2) The reactants are [CH2:1]([O:3][C:4](=[O:12])[CH:5]=[C:6]([NH2:11])[CH2:7][CH:8]1[CH2:10][CH2:9]1)[CH3:2].[F:13][C:14]([F:32])([F:31])/[C:15](/O)=[CH:16]/[C:17]([C:19]1[CH:24]=[CH:23][C:22]([O:25][C:26]([F:29])([F:28])[F:27])=[CH:21][CH:20]=1)=O. The catalyst is C(#N)C. The product is [CH2:1]([O:3][C:4](=[O:12])[C:5]1[C:15]([C:14]([F:13])([F:32])[F:31])=[CH:16][C:17]([C:19]2[CH:24]=[CH:23][C:22]([O:25][C:26]([F:27])([F:28])[F:29])=[CH:21][CH:20]=2)=[N:11][C:6]=1[CH2:7][CH:8]1[CH2:9][CH2:10]1)[CH3:2]. The yield is 0.410. (3) The reactants are C[O:2][C:3](=[O:25])[C:4]1[CH:9]=[CH:8][C:7]([O:10][CH2:11][C:12]2[C:13]([C:18]3[CH:23]=[CH:22][CH:21]=[C:20]([F:24])[CH:19]=3)=[N:14][O:15][C:16]=2[CH3:17])=[N:6][CH:5]=1.O.[OH-].[Li+]. The catalyst is C1COCC1.O.CO.Cl. The product is [F:24][C:20]1[CH:19]=[C:18]([C:13]2[C:12]([CH2:11][O:10][C:7]3[CH:8]=[CH:9][C:4]([C:3]([OH:25])=[O:2])=[CH:5][N:6]=3)=[C:16]([CH3:17])[O:15][N:14]=2)[CH:23]=[CH:22][CH:21]=1. The yield is 0.950.